From a dataset of Experimentally validated miRNA-target interactions with 360,000+ pairs, plus equal number of negative samples. Binary Classification. Given a miRNA mature sequence and a target amino acid sequence, predict their likelihood of interaction. (1) The miRNA is hsa-miR-562 with sequence AAAGUAGCUGUACCAUUUGC. The protein sequence of the target gene is MTDGNLSTSMNGVALMGILDGRQGDSLQDLQHLSIKAAPRSLSVPEYGPSLKLGALEDRHSLQSVDSGIPTLEIGNPEPVPCSVVHVKRKQSESEIVPERAFQSACPLPSCTPSAPTCSEREQVVRKSSTFPRTGYDSVKLYSPTSKALSRSDNVSVCSVSSLGTELSTTLSVSNEDILDLMVTSNSSAIVTLENDDDPQFTDVTLSSINETSDLHQQDCVAETEEGRKLKLLHPFSHFFTRNLLARKQNARLDRQRDLGWKLFGKVPLRETAQKDSKKTQKEYEDKAGRPSRPPSPKQN.... Result: 0 (no interaction). (2) The miRNA is hsa-miR-5189-3p with sequence UGCCAACCGUCAGAGCCCAGA. The protein sequence of the target gene is MAHSCRWRFPARPGTTGGGGGGGRRGLGGAPRQRVPALLLPPGPPVGGGGPGAPPSPPAVAAAAAAAGSSGAGVPGGAAAASAASSSSASSSSSSSSSASSGPALLRVGPGFDAALQVSAAIGTNLRRFRAVFGESGGGGGSGEDEQFLGFGSDEEVRVRSPTRSPSVKTSPRKPRGRPRSGSDRNSAILSDPSVFSPLNKSETKSGDKIKKKDSKSIEKKRGRPPTFPGVKIKITHGKDISELPKGNKEDSLKKIKRTPSATFQQATKIKKLRAGKLSPLKSKFKTGKLQIGRKGVQIV.... Result: 1 (interaction).